This data is from Forward reaction prediction with 1.9M reactions from USPTO patents (1976-2016). The task is: Predict the product of the given reaction. (1) Given the reactants Br[CH2:2][C:3]([C:5]1[CH:10]=[C:9]([CH3:11])[CH:8]=[CH:7][C:6]=1[Cl:12])=O.[N:13]1[CH:18]=[CH:17][CH:16]=CC=1.[C:19](#N)C, predict the reaction product. The product is: [Cl:12][C:6]1[CH:7]=[CH:8][C:9]([CH3:11])=[CH:10][C:5]=1[C:3]1[CH:2]=[CH:16][C:17]([CH3:19])=[CH:18][N:13]=1. (2) Given the reactants [S:1]1[C:5]2[CH:6]=[CH:7][CH:8]=[CH:9][C:4]=2[CH:3]=[C:2]1[C:10]([NH:12][C@H:13]([C:18]([OH:20])=O)[CH2:14][CH:15]([CH3:17])[CH3:16])=[O:11].[NH:21]1[CH2:26][CH2:25][NH:24][CH2:23][CH2:22]1, predict the reaction product. The product is: [CH3:17][CH:15]([CH3:16])[CH2:14][C@H:13]([NH:12][C:10]([C:2]1[S:1][C:5]2[CH:6]=[CH:7][CH:8]=[CH:9][C:4]=2[CH:3]=1)=[O:11])[C:18]([N:21]1[CH2:26][CH2:25][NH:24][CH2:23][CH2:22]1)=[O:20]. (3) Given the reactants Br[C:2]1[CH:7]=[CH:6][C:5]([S:8]([NH:11][CH2:12][CH2:13][CH3:14])(=[O:10])=[O:9])=[CH:4][C:3]=1[F:15].[C:16]([C:18]1[N:22]([CH3:23])[C:21](B(O)O)=[CH:20][CH:19]=1)#[N:17].[F-].[K+].C(P(C(C)(C)C)C(C)(C)C)(C)(C)C, predict the reaction product. The product is: [C:16]([C:18]1[N:22]([CH3:23])[C:21]([C:2]2[CH:7]=[CH:6][C:5]([S:8]([NH:11][CH2:12][CH2:13][CH3:14])(=[O:10])=[O:9])=[CH:4][C:3]=2[F:15])=[CH:20][CH:19]=1)#[N:17]. (4) Given the reactants O[CH2:2][C:3]([N:5]([CH3:7])[CH3:6])=[O:4].[O:8]=[C:9]1[N:15]([CH:16]2[CH2:21][CH2:20][N:19]([C:22]([O:24][C@H:25]([CH2:42][C:43]3[CH:52]=[C:51]([CH3:53])[C:46]4[NH:47][C:48](=[O:50])[O:49][C:45]=4[CH:44]=3)[C:26]([N:28]3[CH2:33][CH2:32][CH:31]([N:34]4[CH2:38][CH2:37][CH2:36][C@H:35]4[C:39]([OH:41])=[O:40])[CH2:30][CH2:29]3)=[O:27])=[O:23])[CH2:18][CH2:17]2)[CH2:14][CH2:13][C:12]2[CH:54]=[CH:55][CH:56]=[CH:57][C:11]=2[NH:10]1.CN(C(ON1N=NC2C=CC=CC1=2)=[N+](C)C)C.[B-](F)(F)(F)F.C(N(CC)CC)C, predict the reaction product. The product is: [O:8]=[C:9]1[N:15]([CH:16]2[CH2:17][CH2:18][N:19]([C:22]([O:24][C@H:25]([CH2:42][C:43]3[CH:52]=[C:51]([CH3:53])[C:46]4[NH:47][C:48](=[O:50])[O:49][C:45]=4[CH:44]=3)[C:26]([N:28]3[CH2:29][CH2:30][CH:31]([N:34]4[CH2:38][CH2:37][CH2:36][C@H:35]4[C:39]([O:41][CH2:2][C:3](=[O:4])[N:5]([CH3:7])[CH3:6])=[O:40])[CH2:32][CH2:33]3)=[O:27])=[O:23])[CH2:20][CH2:21]2)[CH2:14][CH2:13][C:12]2[CH:54]=[CH:55][CH:56]=[CH:57][C:11]=2[NH:10]1. (5) Given the reactants [Br:1][C:2]1[CH:3]=[C:4]2[C:8](=[CH:9][C:10]=1[O:11]C)[NH:7][N:6]=[C:5]2[CH2:13][C:14]1[CH:19]=[CH:18][CH:17]=[C:16]([CH3:20])[CH:15]=1.B(Br)(Br)Br, predict the reaction product. The product is: [Br:1][C:2]1[CH:3]=[C:4]2[C:8](=[CH:9][C:10]=1[OH:11])[NH:7][N:6]=[C:5]2[CH2:13][C:14]1[CH:19]=[CH:18][CH:17]=[C:16]([CH3:20])[CH:15]=1. (6) The product is: [CH3:15][O:14][C:12](=[O:13])[C:11]1[CH:16]=[CH:17][C:18]([CH3:20])=[CH:19][C:10]=1[O:9][CH:21]([CH3:23])[CH3:22]. Given the reactants N(C([O-])=O)=NC([O-])=O.[OH:9][C:10]1[CH:19]=[C:18]([CH3:20])[CH:17]=[CH:16][C:11]=1[C:12]([O:14][CH3:15])=[O:13].[CH:21](O)([CH3:23])[CH3:22].C1COCC1, predict the reaction product.